Task: Binary Classification. Given a drug SMILES string, predict its activity (active/inactive) in a high-throughput screening assay against a specified biological target.. Dataset: Choline transporter screen with 302,306 compounds (1) The compound is O=C1N(c2c(N3CCN(CC3)c3ccccc3)ncnc2NC1Cc1ccccc1)Cc1ccccc1. The result is 0 (inactive). (2) The result is 0 (inactive). The drug is O=C(NN\C=C1/N=CC=C1)C1C(C1)c1ccc(C(C)(C)C)cc1. (3) The molecule is S(=O)(=O)(N1CCCCC1)c1cc(NC(=O)/C=C\c2cc(OC)c(OC)cc2)c(N2CCN(CC2)CC)cc1. The result is 0 (inactive). (4) The compound is O1C(c2c(CC1)cccc2)CNC(=O)C(=O)Nc1ccc(cc1)C. The result is 0 (inactive). (5) The compound is O=C1N(C(=O)C2C1C1CC2C=C1)CCC(Oc1cc2c(cc1)cccc2)=O. The result is 0 (inactive). (6) The drug is S=c1n(c(n[nH]1)CCn1nc(c([N+]([O-])=O)c1C)C)c1ccc(F)cc1. The result is 0 (inactive). (7) The compound is s1c(ccc1C)/C=N\NC(=O)c1nnn(c1c1cc(OCC)ccc1)c1nonc1N. The result is 0 (inactive). (8) The compound is S(=O)(=O)(Nc1c(OC)cccc1)c1ccc(cc1)C(OCC(=O)NCc1occc1)=O. The result is 0 (inactive). (9) The molecule is Clc1c(CSCC(=O)NC(C)C)c(Cl)ccc1. The result is 0 (inactive).